The task is: Predict the reaction yield, written as a fraction of the theoretical maximum amount of product (1.0 means a 100% yield; for example, 0.34 means a 34% yield).. This data is from Reaction yield outcomes from USPTO patents with 853,638 reactions. (1) The reactants are [C:1]([CH2:9][CH2:10][CH2:11][CH2:12][CH2:13][CH2:14][C:15]([O:17][CH2:18][CH3:19])=[O:16])(=[O:8])[C:2]1[CH:7]=[CH:6][CH:5]=[CH:4][CH:3]=1.C(Cl)(=O)[C:21]1[CH:26]=[CH:25][CH:24]=[CH:23][CH:22]=1. No catalyst specified. The product is [C:5]1([C:21]2[CH:26]=[CH:25][CH:24]=[CH:23][CH:22]=2)[CH:6]=[CH:7][C:2]([C:1]([CH2:9][CH2:10][CH2:11][CH2:12][CH2:13][CH2:14][C:15]([O:17][CH2:18][CH3:19])=[O:16])=[O:8])=[CH:3][CH:4]=1. The yield is 0.410. (2) The reactants are [C:1]([CH2:14][C:15]([CH2:18][C:19]([CH2:22][CH2:23]I)([F:21])[F:20])([F:17])[F:16])([C:4]([C:7]([C:10]([F:13])([F:12])[F:11])([F:9])[F:8])([F:6])[F:5])([F:3])[F:2].CNC=[O:28].O. The catalyst is CCOCC. The product is [C:1]([CH2:14][C:15]([CH2:18][C:19]([CH2:22][CH2:23][OH:28])([F:21])[F:20])([F:17])[F:16])([C:4]([C:7]([C:10]([F:13])([F:12])[F:11])([F:9])[F:8])([F:6])[F:5])([F:3])[F:2]. The yield is 0.830. (3) The reactants are Br[CH2:2][C:3]([O:5]C)=O.[C:7]([N:10]1[CH2:15][CH2:14][NH:13][CH2:12][CH2:11]1)(=[O:9])[CH3:8].C(=O)([O-])[O-].[K+].[K+].[NH2:22][NH2:23]. The catalyst is C(O)C. The product is [C:7]([N:10]1[CH2:15][CH2:14][N:13]([CH2:2][C:3]([NH:22][NH2:23])=[O:5])[CH2:12][CH2:11]1)(=[O:9])[CH3:8]. The yield is 0.800. (4) The reactants are [CH3:1][S:2]([NH:5][NH2:6])(=[O:4])=[O:3].C[O:8][C:9](=O)[C:10]1[CH:15]=[C:14]([C:16](=[O:21])[CH2:17][CH2:18][O:19][CH3:20])[C:13]([C:22]([F:25])([F:24])[F:23])=[CH:12][C:11]=1[N:26]=[C:27]=[O:28].[OH-].[Na+]. The catalyst is C1COCC1. The product is [CH3:20][O:19][CH2:18][CH2:17][C:16]([C:14]1[CH:15]=[C:10]2[C:11](=[CH:12][C:13]=1[C:22]([F:23])([F:24])[F:25])[NH:26][C:27](=[O:28])[N:6]([NH:5][S:2]([CH3:1])(=[O:4])=[O:3])[C:9]2=[O:8])=[O:21]. The yield is 0.940. (5) The reactants are C(=O)([O-])[O-].[Na+].[Na+].FC(F)(F)S(O[C:13]1[CH2:18][CH2:17][N:16]([C:19]([O:21][CH2:22][C:23]2[CH:28]=[CH:27][CH:26]=[CH:25][CH:24]=2)=[O:20])[CH2:15][CH:14]=1)(=O)=O.[OH:31][C:32]1[CH:37]=[CH:36][C:35](B(O)O)=[CH:34][CH:33]=1. The catalyst is O1CCOCC1.O.C(Cl)Cl.C1C=CC(P(C2C=CC=CC=2)[C-]2C=CC=C2)=CC=1.C1C=CC(P(C2C=CC=CC=2)[C-]2C=CC=C2)=CC=1.Cl[Pd]Cl.[Fe+2]. The product is [OH:31][C:32]1[CH:37]=[CH:36][C:35]([C:13]2[CH2:18][CH2:17][N:16]([C:19]([O:21][CH2:22][C:23]3[CH:28]=[CH:27][CH:26]=[CH:25][CH:24]=3)=[O:20])[CH2:15][CH:14]=2)=[CH:34][CH:33]=1. The yield is 0.664.